From a dataset of NCI-60 drug combinations with 297,098 pairs across 59 cell lines. Regression. Given two drug SMILES strings and cell line genomic features, predict the synergy score measuring deviation from expected non-interaction effect. (1) Drug 1: CN1CCC(CC1)COC2=C(C=C3C(=C2)N=CN=C3NC4=C(C=C(C=C4)Br)F)OC. Drug 2: C1=CC(=CC=C1C#N)C(C2=CC=C(C=C2)C#N)N3C=NC=N3. Cell line: RXF 393. Synergy scores: CSS=14.6, Synergy_ZIP=-4.02, Synergy_Bliss=2.43, Synergy_Loewe=3.23, Synergy_HSA=3.37. (2) Drug 1: C1CCC(CC1)NC(=O)N(CCCl)N=O. Drug 2: C1C(C(OC1N2C=NC(=NC2=O)N)CO)O. Cell line: ACHN. Synergy scores: CSS=28.7, Synergy_ZIP=-4.69, Synergy_Bliss=0.815, Synergy_Loewe=-0.881, Synergy_HSA=3.60. (3) Drug 1: COC1=C(C=C2C(=C1)N=CN=C2NC3=CC(=C(C=C3)F)Cl)OCCCN4CCOCC4. Drug 2: CN1C(=O)N2C=NC(=C2N=N1)C(=O)N. Cell line: SF-539. Synergy scores: CSS=9.16, Synergy_ZIP=-2.46, Synergy_Bliss=0.0781, Synergy_Loewe=-3.06, Synergy_HSA=0.722. (4) Drug 1: CCCS(=O)(=O)NC1=C(C(=C(C=C1)F)C(=O)C2=CNC3=C2C=C(C=N3)C4=CC=C(C=C4)Cl)F. Drug 2: C1CCC(CC1)NC(=O)N(CCCl)N=O. Cell line: SF-295. Synergy scores: CSS=43.2, Synergy_ZIP=1.48, Synergy_Bliss=1.56, Synergy_Loewe=1.21, Synergy_HSA=2.14. (5) Drug 1: CN1CCC(CC1)COC2=C(C=C3C(=C2)N=CN=C3NC4=C(C=C(C=C4)Br)F)OC. Drug 2: CCCS(=O)(=O)NC1=C(C(=C(C=C1)F)C(=O)C2=CNC3=C2C=C(C=N3)C4=CC=C(C=C4)Cl)F. Cell line: A549. Synergy scores: CSS=6.34, Synergy_ZIP=-5.87, Synergy_Bliss=-1.84, Synergy_Loewe=-2.64, Synergy_HSA=-0.981.